This data is from Retrosynthesis with 50K atom-mapped reactions and 10 reaction types from USPTO. The task is: Predict the reactants needed to synthesize the given product. (1) Given the product COC(=O)c1ccc2c(C)cn(CCCc3ccccc3)c2c1, predict the reactants needed to synthesize it. The reactants are: BrCCCc1ccccc1.COC(=O)c1ccc2c(C)c[nH]c2c1. (2) Given the product O=C(Nc1nc2cccc(-c3ccoc3)n2n1)c1ccc2c(c1)OCCO2, predict the reactants needed to synthesize it. The reactants are: Nc1nc2cccc(-c3ccoc3)n2n1.O=C(Cl)c1ccc2c(c1)OCCO2. (3) Given the product O=C(c1ccccc1)c1noc(CS(=O)c2ccccc2)n1, predict the reactants needed to synthesize it. The reactants are: O=C(c1ccccc1)c1noc(CSc2ccccc2)n1.O=S([O-])([O-])=S. (4) Given the product CCOC(=O)/C=C/c1cn(Cc2ccc(OCc3csc(-c4ccccc4)n3)cc2)nc1-c1cccs1, predict the reactants needed to synthesize it. The reactants are: CCOC(=O)CP(=O)(OCC)OCC.O=Cc1cn(Cc2ccc(OCc3csc(-c4ccccc4)n3)cc2)nc1-c1cccs1. (5) Given the product CC1(C)CCC(C)(C)c2cc(-c3csc(N4CCC(NCCCCCO)CC4)n3)ccc21, predict the reactants needed to synthesize it. The reactants are: CC1(C)CCC(C)(C)c2cc(-c3csc(N4CCC(N)CC4)n3)ccc21.O=CCCCCO. (6) Given the product C=C(C)C(=O)OC1Cc2cccc3cccc1c23, predict the reactants needed to synthesize it. The reactants are: C=C(C)C(=O)O.OC1Cc2cccc3cccc1c23. (7) Given the product C/C(=C\c1ccncc1)c1ccc2c(c1)C(C)(C)CCC2(C)C, predict the reactants needed to synthesize it. The reactants are: CC(c1ccc2c(c1)C(C)(C)CCC2(C)C)[P+](c1ccccc1)(c1ccccc1)c1ccccc1.O=Cc1ccncc1.